From a dataset of Catalyst prediction with 721,799 reactions and 888 catalyst types from USPTO. Predict which catalyst facilitates the given reaction. (1) Reactant: [N:1]1[C:9]([NH2:10])=[C:8]2[C:4]([N:5]=[CH:6][NH:7]2)=[N:3][CH:2]=1.[Na].[C:12]([O:16][CH2:17][CH3:18])(=[O:15])[CH:13]=[CH2:14]. Product: [NH2:10][C:9]1[N:1]=[CH:2][N:3]=[C:4]2[C:8]=1[N:7]=[CH:6][N:5]2[CH2:14][CH2:13][C:12]([O:16][CH2:17][CH3:18])=[O:15]. The catalyst class is: 8. (2) The catalyst class is: 9. Reactant: C(=O)([O-])[O-].[K+].[K+].[Cl-].[Li+].[C:9]([C:11]1[CH:12]=[C:13]([N:18]([C:22]2[NH:23][C:24](=[O:32])[NH:25][C:26](=[O:31])[C:27]=2[CH:28]([CH3:30])[CH3:29])[C:19](=[O:21])[CH3:20])[CH:14]=[C:15]([CH3:17])[CH:16]=1)#[N:10].Br[CH2:34][C:35]1[CH:40]=[C:39]([F:41])[N:38]=[C:37]([NH:42][CH2:43][C:44]2[CH:49]=[CH:48][C:47]([O:50][CH3:51])=[CH:46][CH:45]=2)[CH:36]=1. Product: [C:9]([C:11]1[CH:12]=[C:13]([N:18]([C:22]2[N:23]([CH2:34][C:35]3[CH:36]=[C:37]([NH:42][CH2:43][C:44]4[CH:49]=[CH:48][C:47]([O:50][CH3:51])=[CH:46][CH:45]=4)[N:38]=[C:39]([F:41])[CH:40]=3)[C:24](=[O:32])[NH:25][C:26](=[O:31])[C:27]=2[CH:28]([CH3:30])[CH3:29])[C:19](=[O:21])[CH3:20])[CH:14]=[C:15]([CH3:17])[CH:16]=1)#[N:10]. (3) Reactant: C([SiH](CC)CC)C.FC(F)(F)C(O)=O.[CH3:15][N:16]([C:29]1[S:30][C:31]([C:34]2[CH:35]=[N:36][CH:37]=[CH:38][CH:39]=2)=[N:32][N:33]=1)[C:17](=[O:28])[CH2:18][CH2:19][NH:20]C(=O)OC(C)(C)C. Product: [NH2:20][CH2:19][CH2:18][C:17]([N:16]([CH3:15])[C:29]1[S:30][C:31]([C:34]2[CH:35]=[N:36][CH:37]=[CH:38][CH:39]=2)=[N:32][N:33]=1)=[O:28]. The catalyst class is: 4. (4) Reactant: [Cl:1][C:2]1[CH:34]=[CH:33][CH:32]=[C:31]([C:35]([F:38])([F:37])[F:36])[C:3]=1[C:4]([N:6]1[C:14]2[C:9](=[CH:10][CH:11]=[C:12]([N:15]3[CH2:18][CH2:17][C:16]3=[O:19])[CH:13]=2)[C:8]([C:20]2[CH:29]=[CH:28][C:23]([C:24]([O:26]C)=[O:25])=[CH:22][C:21]=2[F:30])=[N:7]1)=[O:5].[Li+].[OH-].Cl. Product: [Cl:1][C:2]1[CH:34]=[CH:33][CH:32]=[C:31]([C:35]([F:38])([F:37])[F:36])[C:3]=1[C:4]([N:6]1[C:14]2[C:9](=[CH:10][CH:11]=[C:12]([N:15]3[CH2:18][CH2:17][C:16]3=[O:19])[CH:13]=2)[C:8]([C:20]2[CH:29]=[CH:28][C:23]([C:24]([OH:26])=[O:25])=[CH:22][C:21]=2[F:30])=[N:7]1)=[O:5]. The catalyst class is: 20. (5) Reactant: NC1C=CC=CC=1.[CH2:8]([OH:30])[C@H:9]1[O:14][C@H:13]([O:15]C[C@H]2OC(O)(CO)[C@@H](O)[C@@H]2O)[C@H:12]([OH:27])[C@@H:11]([OH:28])[C@@H:10]1[OH:29].[CH2:31]([OH:53])[C@H:32]1[O:37][C@H:36]([O:38]CC([C@@H](O)[C@H](O)[C@H](O)CO)=O)[C@H:35]([OH:50])[C@@H:34]([OH:51])[C@@H:33]1[OH:52].[CH2:54]([OH:76])[C@H:55]1[O:60][C@H:59]([O:61][C@:62]2([CH2:71][OH:72])[O:66][C@H:65]([CH2:67][OH:68])[C@@H:64]([OH:69])[C@@H:63]2[OH:70])[C@H:58]([OH:73])[C@@H:57]([OH:74])[C@@H:56]1[OH:75]. Product: [O:15]=[CH:13][C@@H:12]([C@H:11]([C@@H:10]([C@@H:9]([CH2:8][OH:30])[OH:14])[OH:29])[OH:28])[OH:27].[OH:53][CH2:31][C:32]([C@H:33]([C@@H:34]([C@@H:35]([CH2:36][OH:38])[OH:50])[OH:51])[OH:52])=[O:37].[CH2:54]([OH:76])[C@H:55]1[O:60][C@H:59]([O:61][C@:62]2([CH2:71][OH:72])[O:66][C@H:65]([CH2:67][OH:68])[C@@H:64]([OH:69])[C@@H:63]2[OH:70])[C@H:58]([OH:73])[C@@H:57]([OH:74])[C@@H:56]1[OH:75]. The catalyst class is: 413. (6) Reactant: [O:1]=[C:2]1[C:23]2[C:18](=[CH:19][CH:20]=[C:21]([C:24]3[NH:28][N:27]=[N:26][N:25]=3)[CH:22]=2)[O:17][C:4]2([CH2:9][CH2:8][N:7](C(OC(C)(C)C)=O)[CH2:6][CH2:5]2)[CH2:3]1.[ClH:29]. Product: [ClH:29].[NH:28]1[C:24]([C:21]2[CH:22]=[C:23]3[C:18](=[CH:19][CH:20]=2)[O:17][C:4]2([CH2:9][CH2:8][NH:7][CH2:6][CH2:5]2)[CH2:3][C:2]3=[O:1])=[N:25][N:26]=[N:27]1. The catalyst class is: 5. (7) Reactant: FC(F)(F)[C:3]([OH:5])=[O:4].F[C:9](F)(F)C(O)=O.[Cl:15][C:16]1[CH:44]=[CH:43][C:19]([CH2:20][N:21]2[CH2:26][CH2:25][CH:24]([NH:27][CH2:28][CH2:29][CH2:30]OC3C=CC=CC=3CCC(O)=O)[CH2:23][CH2:22]2)=[CH:18][CH:17]=1.[C:45]1([C:47](=[CH:49][CH:50]=[CH:51][CH:52]=1)[OH:48])[OH:46].C1C=CC(P([C:66]2[CH:71]=[CH:70]C=CC=2)C2C=CC=CC=2)=CC=1.CCOC(/N=N/C(OCC)=O)=O. Product: [C:71]([O:5][C:3](=[O:4])[N:27]([CH:24]1[CH2:23][CH2:22][N:21]([CH2:20][C:19]2[CH:43]=[CH:44][C:16]([Cl:15])=[CH:17][CH:18]=2)[CH2:26][CH2:25]1)[CH2:28][CH2:29][CH2:30][O:46][C:45]1[CH:52]=[CH:51][CH:50]=[CH:49][C:47]=1[OH:48])([CH3:70])([CH3:66])[CH3:9]. The catalyst class is: 1. (8) Reactant: [Br:1][C:2]1[CH:18]=[CH:17][C:5]([O:6][Si:7]([CH:14]([CH3:16])[CH3:15])([CH:11]([CH3:13])[CH3:12])[CH:8]([CH3:10])[CH3:9])=[C:4]([Cl:19])[CH:3]=1.C(=O)=O.[CH3:23][C:24](C)=O.[Li+].CC([N-]C(C)C)C.C(I)C. Product: [Br:1][C:2]1[CH:18]=[CH:17][C:5]([O:6][Si:7]([CH:14]([CH3:16])[CH3:15])([CH:8]([CH3:9])[CH3:10])[CH:11]([CH3:12])[CH3:13])=[C:4]([Cl:19])[C:3]=1[CH2:23][CH3:24]. The catalyst class is: 1. (9) Reactant: [OH:1][C:2]([C:4]([F:7])([F:6])[F:5])=[O:3].C([N:15]1[CH2:24][CH2:23][C:22]2[C:17](=[N:18][C:19]([N:29]3[CH2:34][CH2:33][CH:32]([O:35][C:36]4[CH:41]=[CH:40][C:39]([O:42][CH3:43])=[CH:38][C:37]=4[F:44])[CH2:31][CH2:30]3)=[C:20]([NH:25][CH:26]3[CH2:28][CH2:27]3)[N:21]=2)[CH2:16]1)C1C=CC=CC=1. Product: [CH:26]1([NH:25][C:20]2[N:21]=[C:22]3[CH2:23][CH2:24][NH:15][CH2:16][C:17]3=[N:18][C:19]=2[N:29]2[CH2:30][CH2:31][CH:32]([O:35][C:36]3[CH:41]=[CH:40][C:39]([O:42][CH3:43])=[CH:38][C:37]=3[F:44])[CH2:33][CH2:34]2)[CH2:27][CH2:28]1.[C:2]([OH:3])([C:4]([F:7])([F:6])[F:5])=[O:1]. The catalyst class is: 833. (10) Product: [C:22]([O:21][C:20](=[O:26])[NH:19][CH2:18][C:16]1[CH:17]=[C:12]([O:10][C:7]2[CH:8]=[CH:9][C:4]3[CH2:3][CH2:2][O:1][C:5]=3[CH:6]=2)[CH:13]=[CH:14][C:15]=1[N+:27]([O-:29])=[O:28])([CH3:25])([CH3:23])[CH3:24]. Reactant: [O:1]1[C:5]2[CH:6]=[C:7]([OH:10])[CH:8]=[CH:9][C:4]=2[CH2:3][CH2:2]1.Cl[C:12]1[CH:13]=[CH:14][C:15]([N+:27]([O-:29])=[O:28])=[C:16]([CH2:18][NH:19][C:20](=[O:26])[O:21][C:22]([CH3:25])([CH3:24])[CH3:23])[CH:17]=1.[H-].[Na+]. The catalyst class is: 60.